Dataset: Full USPTO retrosynthesis dataset with 1.9M reactions from patents (1976-2016). Task: Predict the reactants needed to synthesize the given product. Given the product [Br:35][CH2:14][C:6]1[CH:7]=[C:8]([C:10]([F:13])([F:12])[F:11])[CH:9]=[C:4]([N+:1]([O-:3])=[O:2])[CH:5]=1, predict the reactants needed to synthesize it. The reactants are: [N+:1]([C:4]1[CH:5]=[C:6]([CH2:14]O)[CH:7]=[C:8]([C:10]([F:13])([F:12])[F:11])[CH:9]=1)([O-:3])=[O:2].C1(P(C2C=CC=CC=2)C2C=CC=CC=2)C=CC=CC=1.[Br:35]N1C(=O)CCC1=O.